From a dataset of Catalyst prediction with 721,799 reactions and 888 catalyst types from USPTO. Predict which catalyst facilitates the given reaction. (1) Reactant: Cl[C:2]1[CH:3]=[CH:4][C:5]2[N:6]([C:8]([CH2:18][NH:19][C:20]3[N:25]=[C:24]([CH:26]=O)[CH:23]=[CH:22][N:21]=3)=[C:9]([C:11]3[CH:16]=[CH:15][C:14]([F:17])=[CH:13][CH:12]=3)[N:10]=2)[CH:7]=1.[C:28](O)(=O)C.[CH2:32]([NH2:34])[CH3:33].[BH-](OC(C)=O)(OC(C)=O)OC(C)=O.[Na+]. Product: [CH2:32]([NH:34][CH2:26][C:24]1[CH:23]=[CH:22][N:21]=[C:20]([NH:19][CH2:18][C:8]2[N:6]3[CH:7]=[C:2]([CH3:28])[CH:3]=[CH:4][C:5]3=[N:10][C:9]=2[C:11]2[CH:16]=[CH:15][C:14]([F:17])=[CH:13][CH:12]=2)[N:25]=1)[CH3:33]. The catalyst class is: 2. (2) Reactant: [Cl:1][C:2]1[CH:3]=[C:4]2[C:8](=[CH:9][CH:10]=1)[N:7]([C:11]1[CH:16]=[CH:15][CH:14]=[C:13]([C:17]([F:20])([F:19])[F:18])[CH:12]=1)[C:6]([C:21](=[O:27])[CH2:22][C:23]([CH3:26])([CH3:25])[CH3:24])=[CH:5]2.C[Si]([N-][Si](C)(C)C)(C)C.[K+].Br[CH2:39][C:40]1[CH:49]=[CH:48][C:43]([C:44]([O:46]C)=O)=[CH:42][CH:41]=1.[Li+].[OH-].C(Cl)CCl.C1C=CC2N(O)N=NC=2C=1.Cl.C([O:71][C:72](=[O:76])[CH2:73][CH2:74][NH2:75])(C)(C)C.CCN(C(C)C)C(C)C. Product: [Cl:1][C:2]1[CH:3]=[C:4]2[C:8](=[CH:9][CH:10]=1)[N:7]([C:11]1[CH:16]=[CH:15][CH:14]=[C:13]([C:17]([F:19])([F:18])[F:20])[CH:12]=1)[C:6]([C:21]([CH:22]([C:23]([CH3:24])([CH3:26])[CH3:25])[CH2:39][C:40]1[CH:41]=[CH:42][C:43]([C:44]([NH:75][CH2:74][CH2:73][C:72]([OH:76])=[O:71])=[O:46])=[CH:48][CH:49]=1)=[O:27])=[CH:5]2. The catalyst class is: 118. (3) Reactant: [C:1]([C:9]1[C:10](=[O:20])[N:11]([CH3:19])[C:12](=[O:18])[N:13]([CH3:17])[C:14]=1[CH2:15]Br)(=O)[C:2]1[CH:7]=[CH:6][CH:5]=[CH:4][CH:3]=1.Cl.[NH2:22][CH2:23][CH2:24][CH2:25][C:26]([O:28][CH2:29][CH3:30])=[O:27].C(N(CC)CC)C. Product: [CH2:29]([O:28][C:26](=[O:27])[CH2:25][CH2:24][CH2:23][N:22]1[C:1]([C:2]2[CH:7]=[CH:6][CH:5]=[CH:4][CH:3]=2)=[C:9]2[C:14]([N:13]([CH3:17])[C:12](=[O:18])[N:11]([CH3:19])[C:10]2=[O:20])=[CH:15]1)[CH3:30]. The catalyst class is: 14. (4) Reactant: [CH3:1][O:2][C:3]([C:5]1([C:8]([OH:10])=O)[CH2:7][CH2:6]1)=[O:4].[NH2:11][C:12]1[CH:17]=[CH:16][CH:15]=[CH:14][CH:13]=1.C(N(C(C)C)CC)(C)C.F[B-](F)(F)F.N1(OC(N(C)C)=[N+](C)C)C2C=CC=CC=2N=N1. The catalyst class is: 39. Product: [C:12]1([NH:11][C:8]([C:5]2([C:3]([O:2][CH3:1])=[O:4])[CH2:7][CH2:6]2)=[O:10])[CH:17]=[CH:16][CH:15]=[CH:14][CH:13]=1. (5) Reactant: [Cl:1][S:2]([OH:5])(=O)=[O:3].[F:6][C:7]([F:23])([F:22])[C:8]([N:10]1[CH2:15][CH2:14][CH:13]([C:16]2[CH:21]=[CH:20][CH:19]=[CH:18][CH:17]=2)[CH2:12][CH2:11]1)=[O:9]. Product: [F:23][C:7]([F:6])([F:22])[C:8]([N:10]1[CH2:15][CH2:14][CH:13]([C:16]2[CH:21]=[CH:20][C:19]([S:2]([Cl:1])(=[O:5])=[O:3])=[CH:18][CH:17]=2)[CH2:12][CH2:11]1)=[O:9]. The catalyst class is: 25. (6) Reactant: [NH:1]1[CH2:6][CH2:5][O:4][CH2:3][CH:2]1[C:7]([OH:9])=[O:8].Cl.[N:11]([O-])=[O:12].[Na+]. Product: [N:11]([N:1]1[CH2:6][CH2:5][O:4][CH2:3][CH:2]1[C:7]([OH:9])=[O:8])=[O:12]. The catalyst class is: 6. (7) Product: [F:1][CH2:2][CH2:3][O:4][C:5]1[CH:6]=[C:7]([C:13]2[S:14][C:15]([CH3:23])=[C:16]([CH2:18][OH:19])[N:17]=2)[CH:8]=[CH:9][C:10]=1[O:11][CH3:12]. Reactant: [F:1][CH2:2][CH2:3][O:4][C:5]1[CH:6]=[C:7]([C:13]2[S:14][C:15]([CH3:23])=[C:16]([C:18](OCC)=[O:19])[N:17]=2)[CH:8]=[CH:9][C:10]=1[O:11][CH3:12].[H-].C([Al+]CC(C)C)C(C)C. The catalyst class is: 2.